Predict the reactants needed to synthesize the given product. From a dataset of Full USPTO retrosynthesis dataset with 1.9M reactions from patents (1976-2016). (1) Given the product [C:1]([C:3]1[C:4]([CH3:29])=[C:5]([N:16]2[CH2:21][CH2:20][N:19]([CH2:22][C:43]3[CH:42]=[CH:39][C:38]([Cl:37])=[CH:45][C:44]=3[Cl:46])[CH2:18][CH2:17]2)[S:6][C:7]=1[NH:8][C:9](=[O:15])[CH:10]([CH2:11][CH3:12])[CH2:13][CH3:14])#[N:2], predict the reactants needed to synthesize it. The reactants are: [C:1]([C:3]1[C:4]([CH3:29])=[C:5]([N:16]2[CH2:21][CH2:20][N:19]([C:22](OC(C)(C)C)=O)[CH2:18][CH2:17]2)[S:6][C:7]=1[NH:8][C:9](=[O:15])[CH:10]([CH2:13][CH3:14])[CH2:11][CH3:12])#[N:2].FC(F)(F)C(O)=O.[Cl:37][C:38]1[CH:45]=[C:44]([Cl:46])[CH:43]=[CH:42][C:39]=1C=O.C(O[BH-](OC(=O)C)OC(=O)C)(=O)C.[Na+]. (2) Given the product [I:1][C:2]1[CH:6]=[C:5]([CH:7]2[CH2:12][CH2:11][N:10]([CH:13]3[CH2:14][O:15][CH2:16]3)[CH2:9][CH2:8]2)[N:4]([CH:17]2[CH2:19][CH2:33][O:34][CH2:18]2)[N:3]=1, predict the reactants needed to synthesize it. The reactants are: [I:1][C:2]1[CH:6]=[C:5]([CH:7]2[CH2:12][CH2:11][N:10]([CH:13]3[CH2:16][O:15][CH2:14]3)[CH2:9][CH2:8]2)[N:4]([CH:17]([CH3:19])[CH3:18])[N:3]=1.IC1C=C(C2CCNCC2)N(C2CC[O:34][CH2:33]2)N=1.